This data is from Full USPTO retrosynthesis dataset with 1.9M reactions from patents (1976-2016). The task is: Predict the reactants needed to synthesize the given product. (1) Given the product [N+:16]([C:15]1[C:10]([NH:2][C@H:3]([C:5]([O:7][CH3:8])=[O:6])[CH3:4])=[N:11][CH:12]=[CH:13][CH:14]=1)([O-:18])=[O:17], predict the reactants needed to synthesize it. The reactants are: Cl.[NH2:2][C@H:3]([C:5]([O:7][CH3:8])=[O:6])[CH3:4].Cl[C:10]1[C:15]([N+:16]([O-:18])=[O:17])=[CH:14][CH:13]=[CH:12][N:11]=1.C(N(CC)CC)C. (2) Given the product [CH3:18][N:15]1[C:14]([C:19](=[O:21])[NH:35][CH2:34][C@H:30]2[CH2:31][CH2:32][CH2:33][O:29]2)=[C:13]([NH:12][C:10]([C:8]2[C:7]([NH:22][C:23]3[CH:24]=[N:25][CH:26]=[N:27][CH:28]=3)=[N:6][CH:5]=[C:4]([CH:1]3[CH2:3][CH2:2]3)[N:9]=2)=[O:11])[CH:17]=[N:16]1, predict the reactants needed to synthesize it. The reactants are: [CH:1]1([C:4]2[N:9]=[C:8]([C:10]([NH:12][C:13]3[CH:17]=[N:16][N:15]([CH3:18])[C:14]=3[C:19]([OH:21])=O)=[O:11])[C:7]([NH:22][C:23]3[CH:24]=[N:25][CH:26]=[N:27][CH:28]=3)=[N:6][CH:5]=2)[CH2:3][CH2:2]1.[O:29]1[CH2:33][CH2:32][CH2:31][C@@H:30]1[CH2:34][NH2:35]. (3) Given the product [N:23]1([CH2:11][CH2:10][C:6]2[CH:5]=[C:4]([NH2:1])[CH:9]=[CH:8][CH:7]=2)[CH2:27][CH2:26][CH2:25][CH2:24]1, predict the reactants needed to synthesize it. The reactants are: [N+:1]([C:4]1[CH:5]=[C:6]([CH2:10][CH2:11]OS(C)(=O)=O)[CH:7]=[CH:8][CH:9]=1)([O-])=O.C(=O)([O-])[O-].[Cs+].[Cs+].[NH:23]1[CH2:27][CH2:26][CH2:25][CH2:24]1. (4) Given the product [CH:1]([O:5][C:6]([N:8]1[CH2:9][CH2:10][CH:11]([N:14]2[C:18]3=[N:19][CH:20]=[N:21][C:22]([O:23][C:24]4[CH:25]=[CH:26][CH:27]=[CH:28][CH:29]=4)=[C:17]3[CH:16]=[N:15]2)[CH2:12][CH2:13]1)=[O:7])([CH3:3])[CH3:2], predict the reactants needed to synthesize it. The reactants are: [C:1]([O:5][C:6]([N:8]1[CH2:13][CH2:12][CH:11]([N:14]2[C:18]3=[N:19][CH:20]=[N:21][C:22]([O:23][C:24]4[CH:29]=[CH:28][CH:27]=[CH:26][CH:25]=4)=[C:17]3[CH:16]=[N:15]2)[CH2:10][CH2:9]1)=[O:7])(C)([CH3:3])[CH3:2].FC(F)(F)C(O)=O.ClC(OC(C)C)=O.